This data is from Reaction yield outcomes from USPTO patents with 853,638 reactions. The task is: Predict the reaction yield, written as a fraction of the theoretical maximum amount of product (1.0 means a 100% yield; for example, 0.34 means a 34% yield). (1) The reactants are [NH2:1][C:2]1[CH:7]=[CH:6][C:5]([F:8])=[CH:4][C:3]=1[NH:9][C:10]1[CH:18]=[CH:17][CH:16]=[C:15]2[C:11]=1[CH2:12][CH2:13][CH:14]2[N:19]([C:34](=[O:39])[C:35]([F:38])([F:37])[F:36])[C:20]1[CH:33]=[CH:32][C:23]2[C@H:24]([CH2:27][C:28]([O:30][CH3:31])=[O:29])[CH2:25][O:26][C:22]=2[CH:21]=1.[C:40](O)(=O)[CH3:41]. The catalyst is C(OC(=O)C)(=O)C. The product is [F:8][C:5]1[CH:6]=[CH:7][C:2]2[N:1]=[C:40]([CH3:41])[N:9]([C:10]3[CH:18]=[CH:17][CH:16]=[C:15]4[C:11]=3[CH2:12][CH2:13][CH:14]4[N:19]([C:34](=[O:39])[C:35]([F:38])([F:37])[F:36])[C:20]3[CH:33]=[CH:32][C:23]4[C@H:24]([CH2:27][C:28]([O:30][CH3:31])=[O:29])[CH2:25][O:26][C:22]=4[CH:21]=3)[C:3]=2[CH:4]=1. The yield is 1.00. (2) The product is [CH3:10][O:9][C:7]1[CH:6]=[C:4]([CH:3]=[C:2]([B:11]2[O:15][C:14]([CH3:17])([CH3:16])[C:13]([CH3:19])([CH3:18])[O:12]2)[CH:8]=1)[NH2:5]. The yield is 0.620. No catalyst specified. The reactants are Br[C:2]1[CH:3]=[C:4]([CH:6]=[C:7]([O:9][CH3:10])[CH:8]=1)[NH2:5].[B:11]1([B:11]2[O:15][C:14]([CH3:17])([CH3:16])[C:13]([CH3:19])([CH3:18])[O:12]2)[O:15][C:14]([CH3:17])([CH3:16])[C:13]([CH3:19])([CH3:18])[O:12]1.C([O-])(=O)C.[K+]. (3) The reactants are [I-:1].[Na+].CS(O[CH2:8][CH2:9][CH2:10][C:11]([CH3:16])([N+:13]([O-:15])=[O:14])[CH3:12])(=O)=O.[Al].O. The catalyst is CC(C)=O. The product is [CH3:12][C:11]([N+:13]([O-:15])=[O:14])([CH3:16])[CH2:10][CH2:9][CH2:8][I:1]. The yield is 0.920. (4) The reactants are [Br:1][C:2]1[CH:3]=[C:4]2[C:11]3([C:15](=[O:16])[NH:14][C:13](=[S:17])[NH:12]3)[CH2:10][CH:9]([C:18]3[CH:23]=[CH:22][CH:21]=[CH:20][CH:19]=3)[O:8][C:5]2=[CH:6][CH:7]=1.[OH-].[Na+].CI. The catalyst is CO. The product is [CH2:9]([N:14]1[C:15](=[O:16])[C:11]2([C:4]3[C:5](=[CH:6][CH:7]=[C:2]([Br:1])[CH:3]=3)[O:8][CH:9]([C:18]3[CH:19]=[CH:20][CH:21]=[CH:22][CH:23]=3)[CH2:10]2)[N:12]=[C:13]1[S:17][CH2:11][C:4]1[CH:5]=[CH:6][CH:7]=[CH:2][CH:3]=1)[C:18]1[CH:23]=[CH:22][CH:21]=[CH:20][CH:19]=1. The yield is 0.390. (5) The reactants are [CH3:1][O:2][C:3]1[CH:22]=[CH:21][C:6]([C:7]([C:9]2[CH:10]=[CH:11][C:12]([S:19][CH3:20])=[C:13]([S:15]([NH2:18])(=[O:17])=[O:16])[CH:14]=2)=[O:8])=[CH:5][CH:4]=1.ClC1C=C(C=CC=1)C(OO)=[O:28]. The catalyst is C(Cl)Cl. The product is [CH3:20][S:19]([C:12]1[CH:11]=[CH:10][C:9]([C:7](=[O:8])[C:6]2[CH:5]=[CH:4][C:3]([O:2][CH3:1])=[CH:22][CH:21]=2)=[CH:14][C:13]=1[S:15]([NH2:18])(=[O:17])=[O:16])=[O:28]. The yield is 0.350. (6) The reactants are Br[C:2]1[CH:7]=[CH:6][C:5]([S:8]([NH:11][CH:12]2[CH2:15][CH2:14][CH2:13]2)(=[O:10])=[O:9])=[CH:4][CH:3]=1.[C:16]([C:18]1[N:22]([CH3:23])[C:21](B(O)O)=[CH:20][CH:19]=1)#[N:17].[F-].[K+].C(P(C(C)(C)C)C(C)(C)C)(C)(C)C. The catalyst is C1C=CC(/C=C/C(/C=C/C2C=CC=CC=2)=O)=CC=1.C1C=CC(/C=C/C(/C=C/C2C=CC=CC=2)=O)=CC=1.C1C=CC(/C=C/C(/C=C/C2C=CC=CC=2)=O)=CC=1.[Pd].[Pd]. The product is [C:16]([C:18]1[N:22]([CH3:23])[C:21]([C:2]2[CH:7]=[CH:6][C:5]([S:8]([NH:11][CH:12]3[CH2:15][CH2:14][CH2:13]3)(=[O:10])=[O:9])=[CH:4][CH:3]=2)=[CH:20][CH:19]=1)#[N:17]. The yield is 0.160. (7) The reactants are [N+:1]([C:4]1[O:8][C:7]([C:9](Cl)=[O:10])=[CH:6][CH:5]=1)([O-:3])=[O:2].[CH3:12][O:13][C:14]1[CH:21]=[CH:20][CH:19]=[CH:18][C:15]=1[CH2:16][NH2:17]. The catalyst is C(Cl)Cl.CCN(CC)CC. The product is [CH3:12][O:13][C:14]1[CH:21]=[CH:20][CH:19]=[CH:18][C:15]=1[CH2:16][NH:17][C:9]([C:7]1[O:8][C:4]([N+:1]([O-:3])=[O:2])=[CH:5][CH:6]=1)=[O:10]. The yield is 0.490. (8) The reactants are CC(OC([N:8]1[CH2:13][CH2:12][CH:11]([CH2:14][C:15]2[CH:16]=[C:17]([C:21]([NH:23][CH2:24][C:25]3[CH:26]=[CH:27][C:28]([F:52])=[C:29](C4C=CC=C(CN5CCN(C(OC(C)(C)C)=O)[C@@H](C)C5)C=4)[CH:30]=3)=[O:22])[CH:18]=[CH:19][CH:20]=2)[CH2:10][CH2:9]1)=O)(C)C.[H-].[Na+].Br[CH2:56][CH2:57][CH2:58][C:59]1[CH:64]=[CH:63][CH:62]=[CH:61][CH:60]=1.[CH3:65][N:66]([CH:68]=O)[CH3:67]. No catalyst specified. The product is [F:52][C:28]1[C:29]([C:15]2[CH:16]=[CH:17][CH:18]=[C:19]([CH2:65][N:66]3[CH2:68][CH2:13][NH:8][C@@H:9]([CH3:10])[CH2:67]3)[CH:20]=2)=[CH:30][C:25]([CH2:24][N:23]([CH2:56][CH2:57][CH2:58][C:59]2[CH:64]=[CH:63][CH:62]=[CH:61][CH:60]=2)[C:21](=[O:22])[C:17]2[CH:18]=[CH:19][CH:20]=[C:15]([CH2:14][CH:11]3[CH2:12][CH2:13][NH:8][CH2:9][CH2:10]3)[CH:16]=2)=[CH:26][CH:27]=1. The yield is 0.700. (9) The reactants are [CH3:1][C:2]([NH2:6])([CH3:5])[CH2:3][NH2:4].[Cl:7][C:8]1[N:13]=[C:12](Cl)[C:11]([Cl:15])=[CH:10][N:9]=1.CCN(CC)CC.[S:23](Cl)([CH3:26])(=[O:25])=[O:24]. The catalyst is C1COCC1. The product is [Cl:7][C:8]1[N:13]=[C:12]([NH:4][CH2:3][C:2]([NH:6][S:23]([CH3:26])(=[O:25])=[O:24])([CH3:5])[CH3:1])[C:11]([Cl:15])=[CH:10][N:9]=1. The yield is 0.640. (10) The reactants are Br[C:2]1[C:7](=[O:8])[N:6]([CH2:9][C:10]2[CH:15]=[CH:14][C:13]([C:16]3[C:17]([C:22]#[N:23])=[CH:18][CH:19]=[CH:20][CH:21]=3)=[CH:12][CH:11]=2)[C:5]([CH2:24][CH2:25][CH3:26])=[N:4][C:3]=1[CH2:27][CH3:28].[CH:29]([O:32][C:33]1[N:38]=[CH:37][C:36](B(O)O)=[CH:35][CH:34]=1)([CH3:31])[CH3:30].C(=O)([O-])[O-].[Cs+].[Cs+].O1CCOCC1. The catalyst is C(OCC)(=O)C.C1C=CC(P(C2C=CC=CC=2)[C-]2C=CC=C2)=CC=1.C1C=CC(P(C2C=CC=CC=2)[C-]2C=CC=C2)=CC=1.Cl[Pd]Cl.[Fe+2].ClCCl. The product is [CH2:27]([C:3]1[N:4]=[C:5]([CH2:24][CH2:25][CH3:26])[N:6]([CH2:9][C:10]2[CH:15]=[CH:14][C:13]([C:16]3[C:17]([C:22]#[N:23])=[CH:18][CH:19]=[CH:20][CH:21]=3)=[CH:12][CH:11]=2)[C:7](=[O:8])[C:2]=1[C:36]1[CH:37]=[N:38][C:33]([O:32][CH:29]([CH3:31])[CH3:30])=[CH:34][CH:35]=1)[CH3:28]. The yield is 0.840.